This data is from Drug-target binding data from BindingDB using Kd measurements. The task is: Regression. Given a target protein amino acid sequence and a drug SMILES string, predict the binding affinity score between them. We predict pKd (pKd = -log10(Kd in M); higher means stronger binding). Dataset: bindingdb_kd. (1) The small molecule is CN(CC(=O)Nc1ccc2[nH]c(=O)c3ccccc3c2c1)C(=O)CCC[N+]1=c2cc3c(cc2CCC1)=Cc1ccc(N(C)C)cc1C3(C)C. The target protein sequence is MAPKRKASVQTEGSKKRRQGTEEEDSFRSTAEALRAAPADNRVIRVDPSCPFSRNPGIQVHEDYDCTLNQTNIGNNNNKFYIIQLLEEGSRFFCWNRWGRVGEVGQSKMNHFTCLEDAKKDFKKKFWEKTKNKWEERDRFVAQPNKYTLIEVQGEAESQEAVVKVYSGPVRTVVKPCSLDPATQNLITNIFSKEMFKNAMTLMNLDVKKMPLGKLTKQQIARGFEALEALEEAMKNPTGDGQSLEELSSCFYTVIPHNFGRSRPPPINSPDVLQAKKDMLLVLADIELAQTLQAAPGEEEEKVEEVPHPLDRDYQLLRCQLQLLDSGESEYKAIQTYLKQTGNSYRCPDLRHVWKVNREGEGDRFQAHSKLGNRRLLWHGTNVAVVAAILTSGLRIMPHSGGRVGKGIYFASENSKSAGYVTTMHCGGHQVGYMFLGEVALGKEHHITIDDPSLKSPPSGFDSVIARGQTEPDPAQDIELELDGQPVVVPQGPPVQCPSF.... The pKd is 6.7. (2) The drug is Clc1ccc(COC(Cn2ccnc2)c2ccc(Cl)cc2Cl)cc1. The pKd is 4.9. The target protein (P9WPP0) has sequence MSWNHQSVEIAVRRTTVPSPNLPPGFDFTDPAIYAERLPVAEFAELRSAAPIWWNGQDPGKGGGFHDGGFWAITKLNDVKEISRHSDVFSSYENGVIPRFKNDIAREDIEVQRFVMLNMDAPHHTRLRKIISRGFTPRAVGRLHDELQERAQKIAAEAAAAGSGDFVEQVSCELPLQAIAGLLGVPQEDRGKLFHWSNEMTGNEDPEYAHIDPKASSAELIGYAMKMAEEKAKNPADDIVTQLIQADIDGEKLSDDEFGFFVVMLAVAGNETTRNSITQGMMAFAEHPDQWELYKKVRPETAADEIVRWATPVTAFQRTALRDYELSGVQIKKGQRVVMFYRSANFDEEVFQDPFTFNILRNPNPHVGFGGTGAHYCIGANLARMTINLIFNAVADHMPDLKPISAPERLRSGWLNGIKHWQVDYTGRCPVAH. (3) The drug is CC(O)[C@H](NC(=O)[C@H](CCC(N)=O)NC(=O)[C@H](CCCNC(N)=[NH2+])NC(=O)[C@H](CCCCNC(=O)C[C@@H](NC(=O)CCCCCNC(=O)[C@H]1O[C@@H](n2cc(I)c3c(N)ncnc32)[C@H](O)[C@@H]1O)C(=O)[O-])NC(=O)[C@H](CCCNC(N)=[NH2+])NC(=O)[C@H](C)[NH3+])C(=O)N[C@@H](C)C(=O)N[C@H](CCCCNC(=O)c1ccc(-c2c3ccc(=[N+](C)C)cc-3oc3cc(N(C)C)ccc23)c(C(=O)O)c1)C(N)=O. The target protein sequence is KGPVPFSHCLPTEKLQRCEKIGEGVFGEVFQTIADHTPVAIKIIAIEGPDLVNGSHQKTFEEILPEIIISKELSLLSGEVCNRTEGFIGLNSVHCVQGSYPPLLLKAWDHYNSTKGSANDRPDFFKDDQLFIVLEFEFGGIDLEQMRTKLSSLATAKSILHQLTASLAVAEASLRFEHRDLHWGNVLLKKTSLKKLHYTLNGKSSTIPSCGLQVSIIDYTLSRLERDGIVVFCDVSMDEDLFTGDGDYQFDIYRLMKKENNNRWGEYHPYSNVLWLHYLTDKMLKQMTFKTKCNTPAMKQIKRKIQEFHRTMLNFSSATDLLCQHSLFK. The pKd is 9.7. (4) The target protein (Q13470) has sequence MLPEAGSLWLLKLLRDIQLAQFYWPILEELNVTRPEHFDFVKPEDLDGIGMGRPAQRRLSEALKRLRSGPKSKNWVYKILGGFAPEHKEPTLPSDSPRHLPEPEGGLKCLIPEGAVCRGELLGSGCFGVVHRGLWTLPSGKSVPVAVKSLRVGPEGPMGTELGDFLREVSVMMNLEHPHVLRLHGLVLGQPLQMVMELAPLGSLHARLTAPAPTPPLLVALLCLFLRQLAGAMAYLGARGLVHRDLATRNLLLASPRTIKVADFGLVRPLGGARGRYVMGGPRPIPYAWCAPESLRHGAFSSASDVWMFGVTLWEMFSGGEEPWAGVPPYLILQRLEDRARLPRPPLCSRALYSLALRCWAPHPADRPSFSHLEGLLQEAGPSEACCVRDVTEPGALRMETGDPITVIEGSSSFHSPDSTIWKGQNGRTFKVGSFPASAVTLADAGGLPATRPVHRGTPARGDQHPGSIDGDRKKANLWDAPPARGQRRNMPLERMKGIS.... The small molecule is C=CC(=O)Nc1cc2c(Nc3ccc(F)c(Cl)c3)ncnc2cc1OCCCN1CCOCC1. The pKd is 5.0. (5) The target protein (Q15465) has sequence MLLLARCLLLVLVSSLLVCSGLACGPGRGFGKRRHPKKLTPLAYKQFIPNVAEKTLGASGRYEGKISRNSERFKELTPNYNPDIIFKDEENTGADRLMTQRCKDKLNALAISVMNQWPGVKLRVTEGWDEDGHHSEESLHYEGRAVDITTSDRDRSKYGMLARLAVEAGFDWVYYESKAHIHCSVKAENSVAAKSGGCFPGSATVHLEQGGTKLVKDLSPGDRVLAADDQGRLLYSDFLTFLDRDDGAKKVFYVIETREPRERLLLTAAHLLFVAPHNDSATGEPEASSGSGPPSGGALGPRALFASRVRPGQRVYVVAERDGDRRLLPAAVHSVTLSEEAAGAYAPLTAQGTILINRVLASCYAVIEEHSWAHRAFAPFRLAHALLAALAPARTDRGGDSGGGDRGGGGGRVALTAPGAADAPGAGATAGIHWYSQLLYQIGTWLLDSEALHPLGMAVKSS. The drug is O=C(C[C@@H]1C/C=C/CCC(=O)O[C@@H](c2ccccc2)CNC1=O)NCc1ccc(Cl)cc1. The pKd is 6.2. (6) The target protein (Q9NRM7) has sequence MRPKTFPATTYSGNSRQRLQEIREGLKQPSKSSVQGLPAGPNSDTSLDAKVLGSKDATRQQQQMRATPKFGPYQKALREIRYSLLPFANESGTSAAAEVNRQMLQELVNAGCDQEMAGRALKQTGSRSIEAALEYISKMGYLDPRNEQIVRVIKQTSPGKGLMPTPVTRRPSFEGTGDSFASYHQLSGTPYEGPSFGADGPTALEEMPRPYVDYLFPGVGPHGPGHQHQHPPKGYGASVEAAGAHFPLQGAHYGRPHLLVPGEPLGYGVQRSPSFQSKTPPETGGYASLPTKGQGGPPGAGLAFPPPAAGLYVPHPHHKQAGPAAHQLHVLGSRSQVFASDSPPQSLLTPSRNSLNVDLYELGSTSVQQWPAATLARRDSLQKPGLEAPPRAHVAFRPDCPVPSRTNSFNSHQPRPGPPGKAEPSLPAPNTVTAVTAAHILHPVKSVRVLRPEPQTAVGPSHPAWVPAPAPAPAPAPAPAAEGLDAKEEHALALGGAGAF.... The pKd is 5.0. The compound is Nc1nc(Nc2ccc(S(N)(=O)=O)cc2)nn1C(=O)c1c(F)cccc1F. (7) The small molecule is O=C(NO)C(F)(F)C(F)(F)C(F)(F)C(F)(F)C(F)(F)C(F)(F)C(=O)Nc1cccc(-c2ccccc2)c1. The target protein (Q70I53) has sequence MAIGYVWNTLYGWVDTGTGSLAAANLTARMQPISHHLAHPDTKRRFHELVCASGQIEHLTPIAAVAATDADILRAHSAAHLENMKRVSNLPTGGDTGDGITMMGNGGLEIARLSAGGAVELTRRVATGELSAGYALVNPPGHHAPHNAAMGFCIFNNTSVAAGYARAVLGMERVAILDWDVHHGNGTQDIWWNDPSVLTISLHQHLCFPPDSGYSTERGAGNGHGYNINVPLPPGSGNAAYLHAMDQVVLHALRAYRPQLIIVGSGFDASMLDPLARMMVTADGFRQMARRTIDCAADICDGRIVFVQEGGYSPHYLPFCGLAVIEELTGVRSLPDPYHEFLAGMGGNTLLDAERAAIEEIVPLLADIR. The pKd is 6.3. (8) The small molecule is COC(=O)C[C@@H]1N=C(c2ccc(Cl)cc2)c2c(sc(C(=O)NCCOCCOCCNC(=O)C[C@@H]3N=C(c4ccc(Cl)cc4)c4c(sc(C)c4C)-n4c(C)nnc43)c2C)-n2c(C)nnc21. The target protein sequence is NPPPPETSNPNKPKRQTNQLQYLLRVVLKTLWKHQFAWPFQQPVDAVKLNLPDYYKIIKTPMDMGTIKKRLENNYYWNAQECIQDFNTMFTNCYIYNKPGDDIVLMAEALEKLFLQKINELPTEEKDVPDSQQHPAPEKSSKVSEQLKCCSGILKEMFAKKHAAYAWPFYKPVDVEALGLHDYCDIIKHPMDMSTIKSKLEAREYRDAQEFGADVRLMFSNCYKYNPPDHEVVAMARKLQDVFEMRFAKMPDE. The pKd is 10.0.